This data is from Catalyst prediction with 721,799 reactions and 888 catalyst types from USPTO. The task is: Predict which catalyst facilitates the given reaction. (1) Reactant: Br[C:2]1[CH:7]=[CH:6][C:5]([CH:8]([N:10]2[CH2:24][CH2:23][C:13]3([O:18][CH2:17][C:16](=[O:19])[N:15]([CH:20]4[CH2:22][CH2:21]4)[CH2:14]3)[CH2:12][CH2:11]2)[CH3:9])=[CH:4][CH:3]=1.CC1(C)C(C)(C)OB([C:33]2[CH:42]=[C:41]3[C:36]([CH:37]=[CH:38][CH:39]=[N:40]3)=[CH:35][CH:34]=2)O1.C(=O)([O-])[O-].[K+].[K+]. Product: [CH:20]1([N:15]2[CH2:14][C:13]3([CH2:23][CH2:24][N:10]([CH:8]([C:5]4[CH:6]=[CH:7][C:2]([C:33]5[CH:42]=[C:41]6[C:36]([CH:37]=[CH:38][CH:39]=[N:40]6)=[CH:35][CH:34]=5)=[CH:3][CH:4]=4)[CH3:9])[CH2:11][CH2:12]3)[O:18][CH2:17][C:16]2=[O:19])[CH2:22][CH2:21]1. The catalyst class is: 368. (2) Reactant: Cl[C:2]1[CH:7]=[C:6]([NH2:8])[CH:5]=[C:4]([CH3:9])[N:3]=1.[OH-:10].[Na+]. Product: [CH2:9]([O:10][C:2]1[CH:7]=[C:6]([NH2:8])[CH:5]=[C:4]([CH3:9])[N:3]=1)[CH2:4][CH2:5][CH3:6]. The catalyst class is: 729. (3) Reactant: [CH2:1]([C:8]1[CH:43]=[CH:42][C:11]([O:12][CH2:13][CH2:14][CH2:15][N:16]2[C:20]([CH3:21])=[CH:19][CH:18]=[C:17]2[C:22]2[CH:41]=[CH:40][C:25]([O:26][C@H:27]([CH2:33][C:34]3[CH:39]=[CH:38][CH:37]=[CH:36][CH:35]=3)[C:28]([O:30]CC)=[O:29])=[CH:24][CH:23]=2)=[CH:10][CH:9]=1)[CH2:2][CH2:3][CH2:4][CH2:5][CH2:6][CH3:7].[OH-].[K+].Cl. Product: [CH2:1]([C:8]1[CH:9]=[CH:10][C:11]([O:12][CH2:13][CH2:14][CH2:15][N:16]2[C:20]([CH3:21])=[CH:19][CH:18]=[C:17]2[C:22]2[CH:23]=[CH:24][C:25]([O:26][C@H:27]([CH2:33][C:34]3[CH:39]=[CH:38][CH:37]=[CH:36][CH:35]=3)[C:28]([OH:30])=[O:29])=[CH:40][CH:41]=2)=[CH:42][CH:43]=1)[CH2:2][CH2:3][CH2:4][CH2:5][CH2:6][CH3:7]. The catalyst class is: 36. (4) Reactant: [CH3:1][O:2][C:3]1[CH:8]=[CH:7][C:6]([O:9][CH3:10])=[CH:5][CH:4]=1.[Cl-].[Al+3].[Cl-].[Cl-].[F:15][C:16]([F:26])([F:25])[C:17]([NH:19][C@H:20]([CH3:24])[C:21](Cl)=[O:22])=[O:18]. Product: [CH3:1][O:2][C:3]1[CH:8]=[CH:7][C:6]([O:9][CH3:10])=[CH:5][C:4]=1[C:21](=[O:22])[C@H:20]([NH:19][C:17](=[O:18])[C:16]([F:15])([F:25])[F:26])[CH3:24]. The catalyst class is: 4. (5) Reactant: [CH3:1][O:2][C:3]1[CH:4]=[C:5]([SH:9])[CH:6]=[CH:7][CH:8]=1.[OH-].[K+].Br.Br[CH2:14][C:15]([C:17]1[S:18][CH:19]=[CH:20][N:21]=1)=[O:16]. Product: [CH3:1][O:2][C:3]1[CH:4]=[C:5]([S:9][CH2:14][C:15]([C:17]2[S:18][CH:19]=[CH:20][N:21]=2)=[O:16])[CH:6]=[CH:7][CH:8]=1. The catalyst class is: 97. (6) Reactant: [Br:1][C:2]1[CH:3]=[C:4]([F:12])[C:5]([O:10][CH3:11])=[C:6]([CH:9]=1)[CH2:7][OH:8].N1C=CN=C1.Cl[Si:19]([C:32]([CH3:35])([CH3:34])[CH3:33])([C:26]1[CH:31]=[CH:30][CH:29]=[CH:28][CH:27]=1)[C:20]1[CH:25]=[CH:24][CH:23]=[CH:22][CH:21]=1. Product: [Br:1][C:2]1[CH:3]=[C:4]([F:12])[C:5]([O:10][CH3:11])=[C:6]([CH:9]=1)[CH2:7][O:8][Si:19]([C:32]([CH3:35])([CH3:34])[CH3:33])([C:26]1[CH:27]=[CH:28][CH:29]=[CH:30][CH:31]=1)[C:20]1[CH:25]=[CH:24][CH:23]=[CH:22][CH:21]=1. The catalyst class is: 42. (7) Reactant: Br[CH:2]([C:14]1[CH:19]=[CH:18][CH:17]=[CH:16][CH:15]=1)[C:3]([C:5]1[C:13]2[C:8](=[CH:9][CH:10]=[CH:11][CH:12]=2)[NH:7][CH:6]=1)=[O:4].[NH2:20][C:21]1[CH:22]=[C:23]([OH:29])[CH:24]=[C:25]([O:27][CH3:28])[CH:26]=1.C(N(CC)CC)C.Cl. Product: [OH:29][C:23]1[CH:22]=[C:21]([NH:20][CH:2]([C:14]2[CH:19]=[CH:18][CH:17]=[CH:16][CH:15]=2)[C:3]([C:5]2[C:13]3[C:8](=[CH:9][CH:10]=[CH:11][CH:12]=3)[NH:7][CH:6]=2)=[O:4])[CH:26]=[C:25]([O:27][CH3:28])[CH:24]=1. The catalyst class is: 10. (8) The catalyst class is: 8. Product: [CH2:1]([N:8]([C:33](=[O:39])[C:34]([OH:36])=[O:35])[CH2:9][CH:10]([CH:27]1[CH2:32][CH2:31][CH2:30][CH2:29][CH2:28]1)[C:11]1[CH:12]=[CH:13][C:14]([C:17]2[C:26]3[C:21](=[CH:22][CH:23]=[CH:24][CH:25]=3)[CH:20]=[CH:19][CH:18]=2)=[CH:15][CH:16]=1)[C:2]1[CH:3]=[CH:4][CH:5]=[CH:6][CH:7]=1. Reactant: [CH2:1]([N:8]([C:33](=[O:39])[C:34]([O:36]CC)=[O:35])[CH2:9][CH:10]([CH:27]1[CH2:32][CH2:31][CH2:30][CH2:29][CH2:28]1)[C:11]1[CH:16]=[CH:15][C:14]([C:17]2[C:26]3[C:21](=[CH:22][CH:23]=[CH:24][CH:25]=3)[CH:20]=[CH:19][CH:18]=2)=[CH:13][CH:12]=1)[C:2]1[CH:7]=[CH:6][CH:5]=[CH:4][CH:3]=1.[OH-].[Na+].Cl. (9) Reactant: N[C:2]1[CH:3]=[N:4][C:5]2[C:10]([C:11]=1[C:12]([C:14]1[CH:19]=[CH:18][C:17]([C:20]([CH3:24])([CH3:23])[C:21]#[N:22])=[CH:16][CH:15]=1)=[O:13])=[CH:9][C:8]([Br:25])=[CH:7][CH:6]=2.[NH4+].[OH-:27]. Product: [Br:25][C:8]1[CH:9]=[C:10]2[C:5](=[CH:6][CH:7]=1)[N:4]=[CH:3][C:2]([OH:27])=[C:11]2[C:12]([C:14]1[CH:15]=[CH:16][C:17]([C:20]([CH3:24])([CH3:23])[C:21]#[N:22])=[CH:18][CH:19]=1)=[O:13]. The catalyst class is: 82. (10) Reactant: [Br:1][C:2]1[C:3]2[CH:4]=[CH:5][CH:6]=[N:7][C:8]=2[C:9](=[O:12])[NH:10][CH:11]=1.[CH2:13](Br)[C:14]1[CH:19]=[CH:18][CH:17]=[CH:16][CH:15]=1.C([O-])([O-])=O.[Cs+].[Cs+]. Product: [CH2:13]([N:10]1[C:9](=[O:12])[C:8]2[N:7]=[CH:6][CH:5]=[CH:4][C:3]=2[C:2]([Br:1])=[CH:11]1)[C:14]1[CH:19]=[CH:18][CH:17]=[CH:16][CH:15]=1. The catalyst class is: 3.